From a dataset of Forward reaction prediction with 1.9M reactions from USPTO patents (1976-2016). Predict the product of the given reaction. (1) Given the reactants [CH3:1][O:2][CH2:3][CH2:4][N:5]1[CH2:11][CH2:10][C:9]2[CH:12]=[C:13]([NH2:16])[CH:14]=[CH:15][C:8]=2[CH2:7][CH2:6]1.Cl[C:18]1[N:23]=[C:22]([NH:24][C@H:25]2[CH2:30][CH2:29][C@H:28]([NH:31][S:32]([CH3:35])(=[O:34])=[O:33])[CH2:27][CH2:26]2)[C:21]([Cl:36])=[CH:20][N:19]=1, predict the reaction product. The product is: [Cl:36][C:21]1[C:22]([NH:24][C@H:25]2[CH2:26][CH2:27][C@H:28]([NH:31][S:32]([CH3:35])(=[O:34])=[O:33])[CH2:29][CH2:30]2)=[N:23][C:18]([NH:16][C:13]2[CH:14]=[CH:15][C:8]3[CH2:7][CH2:6][N:5]([CH2:4][CH2:3][O:2][CH3:1])[CH2:11][CH2:10][C:9]=3[CH:12]=2)=[N:19][CH:20]=1. (2) Given the reactants [N+:1]([C:4]1[CH:9]=[CH:8][C:7]([O:10][P:11]([C:23]2[CH:28]=[CH:27][CH:26]=[CH:25][CH:24]=2)(=O)[O:12]C2C=CC([N+]([O-])=O)=CC=2)=[CH:6][CH:5]=1)([O-:3])=[O:2].[OH:29][C:30]1[CH:31]=[C:32]2[C:36](=[CH:37][CH:38]=1)[N:35]([C:39](=[O:41])[CH3:40])[N:34]=[CH:33]2.N12CCCN=C1CCCCC2, predict the reaction product. The product is: [N+:1]([C:4]1[CH:9]=[CH:8][C:7]([O:10][P:11]([C:23]2[CH:28]=[CH:27][CH:26]=[CH:25][CH:24]=2)(=[O:12])[O:29][C:30]2[CH:31]=[C:32]3[C:36](=[CH:37][CH:38]=2)[N:35]([C:39](=[O:41])[CH3:40])[N:34]=[CH:33]3)=[CH:6][CH:5]=1)([O-:3])=[O:2]. (3) Given the reactants Cl[C:2]1[CH:11]=[CH:10][C:5]([C:6]([O:8][CH3:9])=[O:7])=[CH:4][N:3]=1.[F:12][C:13]([F:18])([F:17])[CH2:14][CH2:15][OH:16], predict the reaction product. The product is: [F:12][C:13]([F:18])([F:17])[CH2:14][CH2:15][O:16][C:2]1[CH:11]=[CH:10][C:5]([C:6]([O:8][CH3:9])=[O:7])=[CH:4][N:3]=1. (4) Given the reactants [Cl:1][C:2]1[CH:22]=[C:21]([N:23]2[CH2:27][CH2:26][CH2:25][CH2:24]2)[CH:20]=[CH:19][C:3]=1[C:4]([NH:6][C:7]1[CH:12]=[CH:11][CH:10]=[CH:9][C:8]=1[CH2:13][NH:14][C@H:15]([CH3:18])[CH2:16][OH:17])=[O:5].[C:28](O[C:28]([O:30][C:31]([CH3:34])([CH3:33])[CH3:32])=[O:29])([O:30][C:31]([CH3:34])([CH3:33])[CH3:32])=[O:29], predict the reaction product. The product is: [Cl:1][C:2]1[CH:22]=[C:21]([N:23]2[CH2:27][CH2:26][CH2:25][CH2:24]2)[CH:20]=[CH:19][C:3]=1[C:4]([NH:6][C:7]1[CH:12]=[CH:11][CH:10]=[CH:9][C:8]=1[CH2:13][N:14]([C@H:15]([CH3:18])[CH2:16][OH:17])[C:28](=[O:29])[O:30][C:31]([CH3:34])([CH3:33])[CH3:32])=[O:5]. (5) Given the reactants [OH:1][C@H:2]([CH3:9])[CH2:3][C:4]([O:6]CC)=O.[CH2:10]([Mg]Br)[CH3:11].[CH2:14](OCC)C, predict the reaction product. The product is: [OH:6][C@H:4]([CH2:10][CH3:11])[CH2:3][C:2]1([OH:1])[CH2:9][CH2:14]1. (6) Given the reactants Br[C:2]1[CH:7]=[CH:6][C:5]([C:8]2[CH2:12][C:11]([C:17]3[CH:22]=[C:21]([Cl:23])[CH:20]=[C:19]([Cl:24])[CH:18]=3)([C:13]([F:16])([F:15])[F:14])[O:10][N:9]=2)=[CH:4][C:3]=1[CH3:25].C(O)C[CH2:28][CH2:29][OH:30].C(OC=C)=C.C1(C(N)C2CCCCC2)CCCCC1.Cl, predict the reaction product. The product is: [Cl:24][C:19]1[CH:18]=[C:17]([C:11]2([C:13]([F:16])([F:15])[F:14])[O:10][N:9]=[C:8]([C:5]3[CH:6]=[CH:7][C:2]([C:29](=[O:30])[CH3:28])=[C:3]([CH3:25])[CH:4]=3)[CH2:12]2)[CH:22]=[C:21]([Cl:23])[CH:20]=1. (7) Given the reactants [F-].[K+].CN1CCCC1.[F:9][C:10]([Si](C)(C)C)([F:12])[F:11].[Br:17][C:18]1[CH:23]=[C:22](I)[C:21]([F:25])=[CH:20][N:19]=1.N, predict the reaction product. The product is: [Br:17][C:18]1[CH:23]=[C:22]([C:10]([F:12])([F:11])[F:9])[C:21]([F:25])=[CH:20][N:19]=1. (8) Given the reactants [OH-].[Na+].C(OC(=O)C)C.[CH:9]1[C:10]([CH2:18][C@@H:19]([NH2:36])[CH2:20][C:21]([N:23]2[CH2:35][C:27]3=[N:28][N:29]=[C:30]([C:31]([F:34])([F:33])[F:32])[N:26]3[CH2:25][CH2:24]2)=[O:22])=[C:11]([F:17])[CH:12]=[C:13]([F:16])[C:14]=1[F:15].C1(C)C=CC([C@@](C([O-])=O)(O)[C@@](C2C=CC(C)=CC=2)(O)C([O-])=O)=CC=1, predict the reaction product. The product is: [CH:9]1[C:10]([CH2:18][C@@H:19]([NH2:36])[CH2:20][C:21]([N:23]2[CH2:35][C:27]3=[N:28][N:29]=[C:30]([C:31]([F:34])([F:33])[F:32])[N:26]3[CH2:25][CH2:24]2)=[O:22])=[C:11]([F:17])[CH:12]=[C:13]([F:16])[C:14]=1[F:15].